This data is from Experimentally validated miRNA-target interactions with 360,000+ pairs, plus equal number of negative samples. The task is: Binary Classification. Given a miRNA mature sequence and a target amino acid sequence, predict their likelihood of interaction. (1) The miRNA is hsa-miR-3662 with sequence GAAAAUGAUGAGUAGUGACUGAUG. The protein sequence of the target gene is MEPSGSEQLFEDPDPGGKSQDAEARKQTESEQKLSKMTHNALENINVIGQGLKHLFQHQRRRSSVSPHDVQQIQADPEPEMDLESQNACAEIDGVPTHPTALNRVLQQIRVPPKMKRGTSLHSRRGKPEAPKGSPQINRKSGQEMTAVMQSGRPRSSSTTDAPTSSAMMEIACAAAAAAAACLPGEEGTAERIERLEVSSLAQTSSAVASSTDGSIHTDSVDGTPDPQRTKAAIAHLQQKILKLTEQIKIAQTARDDNVAEYLKLANSADKQQAARIKQVFEKKNQKSAQTILQLQKKLE.... Result: 1 (interaction). (2) The miRNA is hsa-miR-578 with sequence CUUCUUGUGCUCUAGGAUUGU. The protein sequence of the target gene is MVSKMIIENFEALKSWLSKTLEPICDADPSALAKYVLALVKKDKSEKELKALCIDQLDVFLQKETQIFVEKLFDAVNTKSYLPPPEQPSSGSLKVDFLQHQEKDIKKEELTKEEEREKKFSRRLNHSPPQSSSRYRDNRSRDERKKDDRSRKRDYDRNPPRRDSYRDRYNRRRGRSRSYSRSRSRSWSKERLRDRDRDRSRTRSRSRTRSRERDLVKPKYDLDRTDPLENNYTPVSSVSNISSGHYPVPTLSSTITVIAPTHHGNNTTESWSEFHEDQVDHNSYVRPPMPKKRCRDYDEK.... Result: 0 (no interaction). (3) The miRNA is hsa-miR-636 with sequence UGUGCUUGCUCGUCCCGCCCGCA. The protein sequence of the target gene is MNSDQVTLVGQVFESYVSEYHKNDILLILKERDEDAHYPVVVNAMTLFETNMEIGEYFNMFPSEVLTIFDSALRRSALTILQSLSQPEAVSMKQNLHARISGLPVCPELVREHIPKTKDVGHFLSVTGTVIRTSLVKVLEFERDYMCNKCKHVFVIKADFEQYYTFCRPSSCPSLESCDSSKFTCLSGLSSSPTRCRDYQEIKIQEQVQRLSVGSIPRSMKVILEDDLVDSCKSGDDLTIYGIVMQRWKPFQQDVRCEVEIVLKANYIQVNNEQSSGIIMDEEVQKEFEDFWEYYKSDPF.... Result: 0 (no interaction). (4) The miRNA is hsa-miR-3184-5p with sequence UGAGGGGCCUCAGACCGAGCUUUU. The protein sequence of the target gene is MTGVFDSLVADMHSTQITASSTYHQHQQPPSGAGAGPGGNSNSSSSNSSLHKPQESPTLPVSTATDSSYYTNQQHPAGGGGGGASPYAHMGSYQYHASGLNNVSYSAKSSYDLGYTAAYTSYAPYGTSSSPVNNEPDKEDLEPEIRIVNGKPKKVRKPRTIYSSFQLAALQRRFQKTQYLALPERAELAASLGLTQTQVKIWFQNRRSKFKKMWKSGEIPTEQHPGASASPPCASPPVSAPASWDFGAPQRMAGGGPGSGGGGAGSSGSSPSSAASAFLGNYPWYHQASGSASHLQATAP.... Result: 0 (no interaction).